Task: Predict which catalyst facilitates the given reaction.. Dataset: Catalyst prediction with 721,799 reactions and 888 catalyst types from USPTO Reactant: C(O[C:4](=[O:13])[C:5]1[C:10](Cl)=[C:9]([F:12])[CH:8]=[N:7][CH:6]=1)C.[C:14]([O:18][CH2:19][CH3:20])(=[O:17])[CH2:15][OH:16].[H-].[Na+]. Product: [CH2:19]([O:18][C:14]([C:15]1[O:16][C:10]2[C:9]([F:12])=[CH:8][N:7]=[CH:6][C:5]=2[C:4]=1[OH:13])=[O:17])[CH3:20]. The catalyst class is: 3.